Dataset: Full USPTO retrosynthesis dataset with 1.9M reactions from patents (1976-2016). Task: Predict the reactants needed to synthesize the given product. (1) Given the product [CH2:35]([S:43][C:2]1[CH:34]=[CH:33][C:5]2=[N:6][N:7]([C:9]3[CH:14]=[C:13]([C:15]([CH2:18][C:19]([CH3:22])([CH3:21])[CH3:20])([CH3:17])[CH3:16])[CH:12]=[C:11]([C:23]([C:26]4[CH:31]=[CH:30][CH:29]=[CH:28][CH:27]=4)([CH3:25])[CH3:24])[C:10]=3[OH:32])[N:8]=[C:4]2[CH:3]=1)[CH2:36][CH2:37][CH2:38][CH2:39][CH2:40][CH2:41][CH3:42], predict the reactants needed to synthesize it. The reactants are: Cl[C:2]1[CH:34]=[CH:33][C:5]2=[N:6][N:7]([C:9]3[CH:14]=[C:13]([C:15]([CH2:18][C:19]([CH3:22])([CH3:21])[CH3:20])([CH3:17])[CH3:16])[CH:12]=[C:11]([C:23]([C:26]4[CH:31]=[CH:30][CH:29]=[CH:28][CH:27]=4)([CH3:25])[CH3:24])[C:10]=3[OH:32])[N:8]=[C:4]2[CH:3]=1.[CH2:35]([SH:43])[CH2:36][CH2:37][CH2:38][CH2:39][CH2:40][CH2:41][CH3:42]. (2) Given the product [CH3:30][C:31]1([CH3:44])[CH2:32][O:33][C:34]2([CH2:38][C@@H:37]([C:39]([O:8][CH2:1][C:2]3[CH:7]=[CH:6][CH:5]=[CH:4][CH:3]=3)=[O:40])[CH2:36][CH2:35]2)[O:42][CH2:43]1, predict the reactants needed to synthesize it. The reactants are: [CH2:1]([OH:8])[C:2]1[CH:7]=[CH:6][CH:5]=[CH:4][CH:3]=1.C1CCC(N=C=NC2CCCCC2)CC1.N1C=CC=CC=1.[CH3:30][C:31]1([CH3:44])[CH2:43][O:42][C:34]2([CH2:38][C@@H:37]([C:39](O)=[O:40])[CH2:36][CH2:35]2)[O:33][CH2:32]1.